This data is from Forward reaction prediction with 1.9M reactions from USPTO patents (1976-2016). The task is: Predict the product of the given reaction. (1) Given the reactants [CH2:1]([O:3][C:4]1[C:13]([O:14][CH3:15])=[CH:12][C:11]2[C:10]([C:16]3[CH:24]=[CH:23][C:19]([C:20](O)=[O:21])=[CH:18][CH:17]=3)=[N:9][C@@H:8]3[CH2:25][CH2:26][S:27][CH2:28][C@@H:7]3[C:6]=2[CH:5]=1)[CH3:2].CN(C(ON1N=NC2C=CC=NC1=2)=[N+](C)C)C.F[P-](F)(F)(F)(F)F.CCN(C(C)C)C(C)C.Cl.[O:63]1[C:67]2[CH:68]=[CH:69][C:70]([C:72]3[S:80][C:79]4[C:78](=[O:81])[N:77]([CH:82]5[CH2:87][CH2:86][NH:85][CH2:84][CH2:83]5)[C:76](=[O:88])[N:75]([CH2:89][C:90]5[CH:95]=[CH:94][C:93]([O:96][CH3:97])=[C:92]([F:98])[CH:91]=5)[C:74]=4[CH:73]=3)=[CH:71][C:66]=2[O:65][CH2:64]1, predict the reaction product. The product is: [O:63]1[C:67]2[CH:68]=[CH:69][C:70]([C:72]3[S:80][C:79]4[C:78](=[O:81])[N:77]([CH:82]5[CH2:87][CH2:86][N:85]([C:20]([C:19]6[CH:23]=[CH:24][C:16]([C:10]7[C:11]8[CH:12]=[C:13]([O:14][CH3:15])[C:4]([O:3][CH2:1][CH3:2])=[CH:5][C:6]=8[C@H:7]8[CH2:28][S:27][CH2:26][CH2:25][C@H:8]8[N:9]=7)=[CH:17][CH:18]=6)=[O:21])[CH2:84][CH2:83]5)[C:76](=[O:88])[N:75]([CH2:89][C:90]5[CH:95]=[CH:94][C:93]([O:96][CH3:97])=[C:92]([F:98])[CH:91]=5)[C:74]=4[CH:73]=3)=[CH:71][C:66]=2[O:65][CH2:64]1. (2) Given the reactants Cl[C:2]1[NH:3][C:4](=[O:12])[C:5]2[C:10]([CH:11]=1)=[CH:9][CH:8]=[CH:7][CH:6]=2.[N:13]1([CH2:19][CH2:20][CH2:21][CH2:22][CH2:23][N:24]2[CH2:29][CH2:28][NH:27][CH2:26][CH2:25]2)[CH2:18][CH2:17][CH2:16][CH2:15][CH2:14]1, predict the reaction product. The product is: [N:13]1([CH2:19][CH2:20][CH2:21][CH2:22][CH2:23][N:24]2[CH2:25][CH2:26][N:27]([C:2]3[NH:3][C:4](=[O:12])[C:5]4[C:10]([CH:11]=3)=[CH:9][CH:8]=[CH:7][CH:6]=4)[CH2:28][CH2:29]2)[CH2:14][CH2:15][CH2:16][CH2:17][CH2:18]1. (3) Given the reactants C(OC([N:8]1[CH2:11][CH:10]([NH:12][C:13]2[CH:14]=[C:15]3[C:24](=[CH:25][C:26]=2[C:27]2[CH:32]=[CH:31][CH:30]=[CH:29][CH:28]=2)[O:23][CH2:22][C:21]2[N:16]3[C@@H:17]([CH3:34])[C:18](=[O:33])[NH:19][N:20]=2)[CH2:9]1)=O)(C)(C)C.[C:35]([OH:41])([C:37]([F:40])([F:39])[F:38])=[O:36], predict the reaction product. The product is: [F:38][C:37]([F:40])([F:39])[C:35]([OH:41])=[O:36].[NH:8]1[CH2:9][CH:10]([NH:12][C:13]2[CH:14]=[C:15]3[C:24](=[CH:25][C:26]=2[C:27]2[CH:32]=[CH:31][CH:30]=[CH:29][CH:28]=2)[O:23][CH2:22][C:21]2[N:16]3[C@@H:17]([CH3:34])[C:18](=[O:33])[NH:19][N:20]=2)[CH2:11]1. (4) The product is: [C:1]([OH:13])(=[O:12])[CH2:2][C:3]([CH2:8][C:9]([OH:11])=[O:10])([C:5]([OH:7])=[O:6])[OH:4].[CH3:14][O:15][C:16](=[O:48])[CH:17]([NH:28][C:29]([NH:31][CH2:32][CH:33]1[CH2:38][CH2:37][C:36]([N:45]([CH3:46])[CH3:47])([C:39]2[CH:40]=[CH:41][CH:42]=[CH:43][CH:44]=2)[CH2:35][CH2:34]1)=[S:30])[CH2:18][C:19]1[C:27]2[C:22](=[CH:23][CH:24]=[CH:25][CH:26]=2)[NH:21][CH:20]=1. Given the reactants [C:1]([O-:13])(=[O:12])[CH2:2][C:3]([CH2:8][C:9]([O-:11])=[O:10])([C:5]([O-:7])=[O:6])[OH:4].[CH3:14][O:15][C:16](=[O:48])[CH:17]([NH:28][C:29]([NH:31][CH2:32][CH:33]1[CH2:38][CH2:37][C:36]([N:45]([CH3:47])[CH3:46])([C:39]2[CH:44]=[CH:43][CH:42]=[CH:41][CH:40]=2)[CH2:35][CH2:34]1)=[S:30])[CH2:18][C:19]1[C:27]2[C:22](=[CH:23][CH:24]=[CH:25][CH:26]=2)[NH:21][CH:20]=1.C(O)(=O)CC(CC(O)=O)(C(O)=O)O, predict the reaction product. (5) Given the reactants [Cl:1][C:2]1[CH:3]=[C:4]([C:12]2[O:16][N:15]=[C:14]([C:17]3[CH:18]=[CH:19][CH:20]=[C:21]4[C:25]=3[N:24]([CH3:26])[CH:23]=[C:22]4[CH2:27][CH2:28][NH:29][CH2:30][C:31]([O:33]CC)=[O:32])[N:13]=2)[CH:5]=[CH:6][C:7]=1[O:8][CH:9]([CH3:11])[CH3:10].[OH-].[Na+].Cl, predict the reaction product. The product is: [Cl:1][C:2]1[CH:3]=[C:4]([C:12]2[O:16][N:15]=[C:14]([C:17]3[CH:18]=[CH:19][CH:20]=[C:21]4[C:25]=3[N:24]([CH3:26])[CH:23]=[C:22]4[CH2:27][CH2:28][NH:29][CH2:30][C:31]([OH:33])=[O:32])[N:13]=2)[CH:5]=[CH:6][C:7]=1[O:8][CH:9]([CH3:10])[CH3:11].